From a dataset of Reaction yield outcomes from USPTO patents with 853,638 reactions. Predict the reaction yield, written as a fraction of the theoretical maximum amount of product (1.0 means a 100% yield; for example, 0.34 means a 34% yield). (1) The reactants are NS(N)(=O)=O.Cl[CH2:7][CH2:8][CH2:9][S:10]([N:13]1[CH2:18][CH2:17][CH:16]([C:19]2[C:27]3[C:22](=[C:23]([C:34]([NH2:36])=[O:35])[CH:24]=[C:25]([C:28]4[CH:33]=[CH:32][CH:31]=[CH:30][CH:29]=4)[CH:26]=3)[NH:21][CH:20]=2)[CH2:15][CH2:14]1)(=[O:12])=[O:11].[CH3:37][CH:38]([NH:40][CH:41]([CH3:43])[CH3:42])[CH3:39].C([O-])([O-])=O.[K+].[K+]. No catalyst specified. The product is [CH3:37][CH:38]([N:40]([CH:41]([CH3:43])[CH3:42])[CH2:7][CH2:8][CH2:9][S:10]([N:13]1[CH2:18][CH2:17][CH:16]([C:19]2[C:27]3[C:22](=[C:23]([C:34]([NH2:36])=[O:35])[CH:24]=[C:25]([C:28]4[CH:33]=[CH:32][CH:31]=[CH:30][CH:29]=4)[CH:26]=3)[NH:21][CH:20]=2)[CH2:15][CH2:14]1)(=[O:12])=[O:11])[CH3:39]. The yield is 0.130. (2) The reactants are [CH2:1]([NH:3][CH2:4][CH3:5])[CH3:2].[Cl:6][C:7]1[N:12]=[C:11]([CH3:13])[C:10]([S:14](Cl)(=[O:16])=[O:15])=[CH:9][CH:8]=1. The catalyst is O. The product is [Cl:6][C:7]1[N:12]=[C:11]([CH3:13])[C:10]([S:14]([N:3]([CH2:4][CH3:5])[CH2:1][CH3:2])(=[O:16])=[O:15])=[CH:9][CH:8]=1. The yield is 0.980. (3) The reactants are [CH3:1][O:2][C:3]([C:5]1[CH:13]=[C:12]2[C:8]([C:9]([C:16]([OH:18])=O)=[CH:10][N:11]2[CH2:14][CH3:15])=[CH:7][CH:6]=1)=[O:4].C(Cl)Cl.C(Cl)(=O)C(Cl)=O.[NH4+:28].[OH-]. The catalyst is CN(C=O)C. The product is [CH3:1][O:2][C:3]([C:5]1[CH:13]=[C:12]2[C:8]([C:9]([C:16]([NH2:28])=[O:18])=[CH:10][N:11]2[CH2:14][CH3:15])=[CH:7][CH:6]=1)=[O:4]. The yield is 0.850.